From a dataset of Peptide-MHC class I binding affinity with 185,985 pairs from IEDB/IMGT. Regression. Given a peptide amino acid sequence and an MHC pseudo amino acid sequence, predict their binding affinity value. This is MHC class I binding data. (1) The peptide sequence is KTVCVQATK. The MHC is HLA-A80:01 with pseudo-sequence HLA-A80:01. The binding affinity (normalized) is 0.0847. (2) The MHC is HLA-B27:05 with pseudo-sequence HLA-B27:05. The binding affinity (normalized) is 0.250. The peptide sequence is FQKDAKVLF. (3) The peptide sequence is PPQATAKYL. The MHC is HLA-A03:01 with pseudo-sequence HLA-A03:01. The binding affinity (normalized) is 0.0847. (4) The peptide sequence is EEHDKYHSNV. The MHC is Mamu-A11 with pseudo-sequence Mamu-A11. The binding affinity (normalized) is 0.00771. (5) The peptide sequence is RMFLAMITY. The MHC is HLA-A02:02 with pseudo-sequence HLA-A02:02. The binding affinity (normalized) is 0.309.